Dataset: Peptide-MHC class II binding affinity with 134,281 pairs from IEDB. Task: Regression. Given a peptide amino acid sequence and an MHC pseudo amino acid sequence, predict their binding affinity value. This is MHC class II binding data. (1) The peptide sequence is PLSVASMTSPLLTWD. The MHC is HLA-DQA10301-DQB10302 with pseudo-sequence HLA-DQA10301-DQB10302. The binding affinity (normalized) is 0.153. (2) The peptide sequence is FDFNKQAIQRLKAEA. The MHC is DRB1_0101 with pseudo-sequence DRB1_0101. The binding affinity (normalized) is 0.595. (3) The peptide sequence is GFLNEDHWFSRENSYSG. The MHC is DRB1_0405 with pseudo-sequence DRB1_0405. The binding affinity (normalized) is 0.495.